This data is from Forward reaction prediction with 1.9M reactions from USPTO patents (1976-2016). The task is: Predict the product of the given reaction. (1) Given the reactants C(O)CCCCCO.[CH2:9](O)[CH2:10][CH2:11][CH2:12][CH2:13][CH2:14][CH2:15]CCCCCO.[C:23]([C:27]1[CH:28]=[C:29]([C:47]([CH3:50])([CH3:49])[CH3:48])[C:30]2[O:34][C:33](=[O:35])[CH:32]([C:36]3[CH:41]=[CH:40][C:39]([C:42]([O:44][CH3:45])=[O:43])=[CH:38][CH:37]=3)[C:31]=2[CH:46]=1)([CH3:26])([CH3:25])[CH3:24], predict the reaction product. The product is: [C:23]([C:27]1[CH:28]=[C:29]([C:47]([CH3:50])([CH3:49])[CH3:48])[C:30]2[O:34][C:33](=[O:35])[CH:32]([C:36]3[CH:41]=[CH:40][C:39]([C:42]([O:44][CH2:45][CH2:9][CH2:10][CH2:11][CH2:12][CH2:13][CH2:14][CH3:15])=[O:43])=[CH:38][CH:37]=3)[C:31]=2[CH:46]=1)([CH3:26])([CH3:25])[CH3:24]. (2) Given the reactants [Cl:1][C:2]1[C:10]([C:11]2([C:14]#[N:15])[CH2:13][CH2:12]2)=[CH:9][CH:8]=[CH:7][C:3]=1[C:4]([OH:6])=O.CN(C)C=O.[NH2:21][C:22]1[CH:23]=[C:24]([CH:39]=[CH:40][C:41]=1[F:42])[O:25][C:26]1[N:31]=[C:30]2[S:32][C:33]([NH:35][C:36](=[O:38])[CH3:37])=[N:34][C:29]2=[CH:28][CH:27]=1.O, predict the reaction product. The product is: [C:36]([NH:35][C:33]1[S:32][C:30]2[C:29]([N:34]=1)=[CH:28][CH:27]=[C:26]([O:25][C:24]1[CH:39]=[CH:40][C:41]([F:42])=[C:22]([NH:21][C:4](=[O:6])[C:3]3[CH:7]=[CH:8][CH:9]=[C:10]([C:11]4([C:14]#[N:15])[CH2:13][CH2:12]4)[C:2]=3[Cl:1])[CH:23]=1)[N:31]=2)(=[O:38])[CH3:37]. (3) Given the reactants [Br:1][C:2]1[N:3]=[C:4]([C:20]#[C:21][CH3:22])[S:5][C:6]=1[C:7]1[N:11]=[CH:10][N:9]([CH2:12][O:13][CH2:14][CH2:15][Si:16]([CH3:19])([CH3:18])[CH3:17])[N:8]=1.C(=O)([O-])[O-].[K+].[K+].CC1C=C(C)C=C(C)C=1S([O-])(=O)=O.[NH2:42][N+:43]1[CH:48]=[CH:47][C:46]([CH:49]([O:53][CH2:54][CH3:55])[O:50][CH2:51][CH3:52])=[CH:45][CH:44]=1, predict the reaction product. The product is: [Br:1][C:2]1[N:3]=[C:4]([C:20]2[C:21]([CH3:22])=[N:42][N:43]3[CH:48]=[CH:47][C:46]([CH:49]([O:50][CH2:51][CH3:52])[O:53][CH2:54][CH3:55])=[CH:45][C:44]=23)[S:5][C:6]=1[C:7]1[N:11]=[CH:10][N:9]([CH2:12][O:13][CH2:14][CH2:15][Si:16]([CH3:19])([CH3:18])[CH3:17])[N:8]=1. (4) Given the reactants [CH3:1][C:2]1[C:3]2[N:4]([C:8]([C@@H:29]3[CH2:34][CH2:33][CH2:32][CH2:31][NH:30]3)=[N:9][C:10]=2[C:11]2[CH:28]=[CH:27][C:14]([C:15]([NH:17][C:18]3[CH:23]=[C:22]([CH2:24][CH2:25][CH3:26])[CH:21]=[CH:20][N:19]=3)=[O:16])=[CH:13][CH:12]=2)[CH:5]=[CH:6][N:7]=1.[CH3:35][N:36]([CH3:43])[CH2:37]/[CH:38]=[CH:39]/[C:40](O)=[O:41], predict the reaction product. The product is: [CH3:35][N:36]([CH3:43])[CH2:37]/[CH:38]=[CH:39]/[C:40]([N:30]1[CH2:31][CH2:32][CH2:33][CH2:34][C@H:29]1[C:8]1[N:4]2[CH:5]=[CH:6][N:7]=[C:2]([CH3:1])[C:3]2=[C:10]([C:11]2[CH:28]=[CH:27][C:14]([C:15]([NH:17][C:18]3[CH:23]=[C:22]([CH2:24][CH2:25][CH3:26])[CH:21]=[CH:20][N:19]=3)=[O:16])=[CH:13][CH:12]=2)[N:9]=1)=[O:41]. (5) Given the reactants [CH:1]1([C@H:4]2[C:8](=[O:9])[CH2:7][C:6](=[O:10])[N:5]2[C:11]([O:13][C:14]([CH3:17])([CH3:16])[CH3:15])=[O:12])[CH2:3][CH2:2]1.C(O)(=O)C.[BH4-].[Na+].CCOC(C)=O, predict the reaction product. The product is: [CH:1]1([C@H:4]2[C@H:8]([OH:9])[CH2:7][C:6](=[O:10])[N:5]2[C:11]([O:13][C:14]([CH3:17])([CH3:16])[CH3:15])=[O:12])[CH2:2][CH2:3]1.